From a dataset of Catalyst prediction with 721,799 reactions and 888 catalyst types from USPTO. Predict which catalyst facilitates the given reaction. (1) Reactant: [Mg].Br[C:3]1[CH:8]=[CH:7][C:6]([CH2:9][CH3:10])=[CH:5][CH:4]=1.II.[C:13]([O:17][C:18]([NH:20][C@H:21]([C:23](N(OC)C)=[O:24])[CH3:22])=[O:19])([CH3:16])([CH3:15])[CH3:14]. Product: [C:13]([O:17][C:18](=[O:19])[NH:20][C@@H:21]([CH3:22])[C:23]([C:3]1[CH:8]=[CH:7][C:6]([CH2:9][CH3:10])=[CH:5][CH:4]=1)=[O:24])([CH3:16])([CH3:14])[CH3:15]. The catalyst class is: 1. (2) Reactant: Br[CH:2]1[CH:10]([F:11])[C:9]([C:12]([NH2:14])=[O:13])=[C:8]2[C:4]([C:5]([CH:15]3[CH2:20][CH2:19][S:18](=[O:22])(=[O:21])[CH2:17][CH2:16]3)=[CH:6][NH:7]2)=[CH:3]1.[C:23]1(B(O)O)[CH:28]=[CH:27][CH:26]=[CH:25][CH:24]=1.C([O-])([O-])=O.[K+].[K+]. Product: [O:21]=[S:18]1(=[O:22])[CH2:19][CH2:20][CH:15]([C:5]2[C:4]3[C:8](=[C:9]([C:12]([NH2:14])=[O:13])[C:10]([F:11])=[C:2]([C:23]4[CH:28]=[CH:27][CH:26]=[CH:25][CH:24]=4)[CH:3]=3)[NH:7][CH:6]=2)[CH2:16][CH2:17]1. The catalyst class is: 117.